This data is from Cav3 T-type calcium channel HTS with 100,875 compounds. The task is: Binary Classification. Given a drug SMILES string, predict its activity (active/inactive) in a high-throughput screening assay against a specified biological target. (1) The molecule is S(C(C)C(O)=O)c1nc2c(nc1)cccc2. The result is 0 (inactive). (2) The compound is O=C(Nc1c2c([nH]c1C(OC)=O)ccc(c2)C)C(N1CCN(C2CCCCC2)CC1)C. The result is 0 (inactive). (3) The molecule is S(=O)(=O)(NCCCN1CCCC1=O)c1c(OC)ccc(c1)C(O)=O. The result is 0 (inactive). (4) The molecule is S(c1nsc(c1C#N)C)CC(=O)N\N=C(/N)COc1ccc(F)cc1. The result is 0 (inactive).